From a dataset of Forward reaction prediction with 1.9M reactions from USPTO patents (1976-2016). Predict the product of the given reaction. Given the reactants C1(P(C2C=CC=CC=2)C2C=CC=CC=2)C=CC=CC=1.[CH3:20][C:21]1[CH:29]=[C:28]([N:30]2[C:34]([NH:35][CH2:36][C:37]3[CH:45]=[CH:44][CH:43]=[C:42]4[C:38]=3[CH:39]=[CH:40][NH:41]4)=[N:33][N:32]=[N:31]2)[CH:27]=[C:26]([CH3:46])[C:22]=1[C:23]([OH:25])=O.ClN1C(=O)CCC1=O.[CH3:55][O:56][C:57](=[O:66])[CH:58]([P:60]([O:64][CH3:65])([O:62][CH3:63])=[O:61])[NH2:59].COC(=O)C(P(OC)(OC)=O)NC(OCC1C=CC=CC=1)=O, predict the reaction product. The product is: [CH3:55][O:56][C:57](=[O:66])[CH:58]([P:60]([O:62][CH3:63])([O:64][CH3:65])=[O:61])[NH:59][C:23](=[O:25])[C:22]1[C:26]([CH3:46])=[CH:27][C:28]([N:30]2[C:34]([NH:35][CH2:36][C:37]3[CH:45]=[CH:44][CH:43]=[C:42]4[C:38]=3[CH:39]=[CH:40][NH:41]4)=[N:33][N:32]=[N:31]2)=[CH:29][C:21]=1[CH3:20].